Dataset: Catalyst prediction with 721,799 reactions and 888 catalyst types from USPTO. Task: Predict which catalyst facilitates the given reaction. Reactant: C([O:5][C:6]1[C:15]2[C:10](=[CH:11][CH:12]=[C:13]([C:16]([C:23]3[CH:28]=[CH:27][C:26]([Cl:29])=[CH:25][CH:24]=3)([C:18]3[S:19][CH:20]=[CH:21][N:22]=3)O)[CH:14]=2)[N:9]=[CH:8][N:7]=1)(C)(C)C.O.O.Cl[Sn]Cl.Cl.C(=O)(O)[O-].[Na+]. Product: [Cl:29][C:26]1[CH:27]=[CH:28][C:23]([CH:16]([C:18]2[S:19][CH:20]=[CH:21][N:22]=2)[C:13]2[CH:14]=[C:15]3[C:10](=[CH:11][CH:12]=2)[N:9]=[CH:8][N:7]=[C:6]3[OH:5])=[CH:24][CH:25]=1. The catalyst class is: 15.